Dataset: Full USPTO retrosynthesis dataset with 1.9M reactions from patents (1976-2016). Task: Predict the reactants needed to synthesize the given product. (1) Given the product [F:1][CH2:2][C:3]1([CH2:14][F:15])[O:7][B:6]([OH:8])[C:5]2[CH:9]=[CH:10][C:11]([CH:13]=[O:19])=[CH:12][C:4]1=2, predict the reactants needed to synthesize it. The reactants are: [F:1][CH2:2][C:3]1([CH2:14][F:15])[O:7][B:6]([OH:8])[C:5]2[CH:9]=[CH:10][C:11]([CH3:13])=[CH:12][C:4]1=2.C1C(=O)N(Br)C(=[O:19])C1.C([O-])([O-])=O.[Na+].[Na+].Cl. (2) Given the product [F:31][C:28]1[CH:29]=[CH:30][C:23]2[O:22][CH:21]([CH2:18][CH:19]([OH:39])[NH2:20])[CH2:26][CH2:25][C:24]=2[CH:27]=1, predict the reactants needed to synthesize it. The reactants are: CC(C[AlH]CC(C)C)C.[Si](O[CH:18]([CH:21]1[CH2:26][CH2:25][C:24]2[CH:27]=[C:28]([F:31])[CH:29]=[CH:30][C:23]=2[O:22]1)[C:19]#[N:20])(C(C)(C)C)(C)C.[H-].[Al+3].[Li+].[H-].[H-].[H-].C(C(C(C([O-])=O)O)O)([O-])=[O:39].[K+].[K+].[OH-].[Na+]. (3) Given the product [CH:19]([C:18]1[CH:21]=[CH:22][C:15]([O:1][C:2]2[CH:3]=[C:4]([CH:7]=[C:8]([C:10]([F:11])([F:12])[F:13])[CH:9]=2)[C:5]#[N:6])=[C:16]([C:23]([F:24])([F:25])[F:26])[CH:17]=1)=[O:20], predict the reactants needed to synthesize it. The reactants are: [OH:1][C:2]1[CH:3]=[C:4]([CH:7]=[C:8]([C:10]([F:13])([F:12])[F:11])[CH:9]=1)[C:5]#[N:6].F[C:15]1[CH:22]=[CH:21][C:18]([CH:19]=[O:20])=[CH:17][C:16]=1[C:23]([F:26])([F:25])[F:24]. (4) Given the product [ClH:37].[S:1](=[O:36])(=[O:35])([O:3][C:4]1[CH:9]=[CH:8][CH:7]=[C:6]([C:10]2[N:11]=[CH:12][N:13]([C:15](=[O:34])[N:16]([CH:18]3[CH2:23][CH2:22][N:21]([CH2:24][C:25]4[CH:30]=[CH:29][C:28]([F:31])=[C:27]([O:32][CH3:33])[CH:26]=4)[CH2:20][CH2:19]3)[CH3:17])[CH:14]=2)[CH:5]=1)[NH2:2], predict the reactants needed to synthesize it. The reactants are: [S:1](=[O:36])(=[O:35])([O:3][C:4]1[CH:9]=[CH:8][CH:7]=[C:6]([C:10]2[N:11]=[CH:12][N:13]([C:15](=[O:34])[N:16]([CH:18]3[CH2:23][CH2:22][N:21]([CH2:24][C:25]4[CH:30]=[CH:29][C:28]([F:31])=[C:27]([O:32][CH3:33])[CH:26]=4)[CH2:20][CH2:19]3)[CH3:17])[CH:14]=2)[CH:5]=1)[NH2:2].[ClH:37]. (5) Given the product [Cl:13][C:12]1([Cl:14])[CH:9]2[CH:8]1[CH2:7][CH2:6][C:5]12[O:4][CH2:3][CH2:2][O:1]1, predict the reactants needed to synthesize it. The reactants are: [O:1]1[C:5]2([CH2:9][CH2:8][CH:7]=[CH:6]2)[O:4][CH2:3][CH2:2]1.[OH-].[Na+].[CH:12](Cl)([Cl:14])[Cl:13].